Predict which catalyst facilitates the given reaction. From a dataset of Catalyst prediction with 721,799 reactions and 888 catalyst types from USPTO. (1) Reactant: Cl[C:2]1[CH:7]=[CH:6][C:5]([N+:8]([O-:10])=[O:9])=[CH:4][N:3]=1.[CH3:11][N:12]1[CH2:18][CH2:17][CH2:16][NH:15][CH2:14][CH2:13]1.CCN(C(C)C)C(C)C. Product: [CH3:11][N:12]1[CH2:18][CH2:17][CH2:16][N:15]([C:2]2[CH:7]=[CH:6][C:5]([N+:8]([O-:10])=[O:9])=[CH:4][N:3]=2)[CH2:14][CH2:13]1. The catalyst class is: 10. (2) Reactant: [C:1]([CH2:4][CH2:5][CH2:6][CH2:7][CH2:8][N+:9]1[C:17]2[C:12](=[C:13]([F:19])[CH:14]=[C:15]([F:18])[CH:16]=2)[C:11]([CH3:21])([CH3:20])[C:10]=1[CH3:22])([OH:3])=[O:2].Cl.[C:24]1([N:30]=[CH:31][CH2:32][CH:33]=NC2C=CC=CC=2)[CH:29]=[CH:28][CH:27]=[CH:26][CH:25]=1.C(OC(=O)C)(=O)C. Product: [F:19][C:13]1[CH:14]=[C:15]([F:18])[CH:16]=[C:17]2[C:12]=1[C:11]([CH3:21])([CH3:20])/[C:10](=[CH:22]\[CH:33]=[CH:32]\[CH:31]=[N:30]\[C:24]1[CH:29]=[CH:28][CH:27]=[CH:26][CH:25]=1)/[N:9]2[CH2:8][CH2:7][CH2:6][CH2:5][CH2:4][C:1]([OH:3])=[O:2]. The catalyst class is: 15. (3) Reactant: [F:1][CH:2]([F:32])[CH2:3][NH:4][CH2:5][CH2:6][CH2:7][C:8]1([C:26]2[CH:31]=[CH:30][CH:29]=[CH:28][CH:27]=2)[CH:12]=[C:11]([C:13]2[CH:18]=[C:17]([F:19])[CH:16]=[CH:15][C:14]=2[F:20])[CH2:10][N:9]1[C:21]([N:23]([CH3:25])[CH3:24])=[O:22].[H-].[Na+].[CH3:35]I. Product: [F:32][CH:2]([F:1])[CH2:3][N:4]([CH3:35])[CH2:5][CH2:6][CH2:7][C:8]1([C:26]2[CH:27]=[CH:28][CH:29]=[CH:30][CH:31]=2)[CH:12]=[C:11]([C:13]2[CH:18]=[C:17]([F:19])[CH:16]=[CH:15][C:14]=2[F:20])[CH2:10][N:9]1[C:21]([N:23]([CH3:25])[CH3:24])=[O:22]. The catalyst class is: 1. (4) Reactant: [NH2:1][C:2]1[C:3]([NH:9][C:10](=O)[CH2:11][C:12]2[CH:17]=[CH:16][CH:15]=[CH:14][CH:13]=2)=[N:4][CH:5]=[C:6]([Br:8])[CH:7]=1.CC(O)=O. Product: [CH2:11]([C:10]1[NH:9][C:3]2=[N:4][CH:5]=[C:6]([Br:8])[CH:7]=[C:2]2[N:1]=1)[C:12]1[CH:17]=[CH:16][CH:15]=[CH:14][CH:13]=1. The catalyst class is: 11. (5) Reactant: [O-]CC.[Na+].[C:5]([O:12][CH2:13][CH3:14])(=[O:11])[C:6]([O:8]CC)=O.[CH3:15][C:16](=[O:21])[C:17]([CH3:20])([CH3:19])[CH3:18]. Product: [OH:8][C:6](=[CH:15][C:16](=[O:21])[C:17]([CH3:20])([CH3:19])[CH3:18])[C:5]([O:12][CH2:13][CH3:14])=[O:11]. The catalyst class is: 8. (6) Reactant: Cl.[C:2]1([C:8]2[CH:12]=[C:11]([C:13]([O:15][CH3:16])=[O:14])[NH:10][N:9]=2)[CH:7]=[CH:6][CH:5]=[CH:4][CH:3]=1.Br[CH2:18][CH2:19][NH:20][C:21](=[O:27])[O:22][C:23]([CH3:26])([CH3:25])[CH3:24].C(=O)([O-])[O-].[K+].[K+]. Product: [C:23]([O:22][C:21]([NH:20][CH2:19][CH2:18][N:10]1[C:11]([C:13]([O:15][CH3:16])=[O:14])=[CH:12][C:8]([C:2]2[CH:3]=[CH:4][CH:5]=[CH:6][CH:7]=2)=[N:9]1)=[O:27])([CH3:26])([CH3:25])[CH3:24]. The catalyst class is: 10. (7) Reactant: [Br:1][C:2]1[C:3](=[O:10])[NH:4][C:5]([S:8][CH3:9])=[N:6][CH:7]=1.[CH2:11](Br)[C:12]1[CH:17]=[CH:16][CH:15]=[CH:14][CH:13]=1. Product: [CH2:11]([N:4]1[C:3](=[O:10])[C:2]([Br:1])=[CH:7][N:6]=[C:5]1[S:8][CH3:9])[C:12]1[CH:17]=[CH:16][CH:15]=[CH:14][CH:13]=1. The catalyst class is: 1.